From a dataset of Full USPTO retrosynthesis dataset with 1.9M reactions from patents (1976-2016). Predict the reactants needed to synthesize the given product. (1) Given the product [CH3:1][C:2]1[CH:11]=[CH:10][CH:9]=[C:8]2[C:3]=1[C:4](=[O:40])[N:5]([C:32]1[CH:33]=[C:34]([CH:37]=[CH:38][CH:39]=1)[C:35]([NH2:36])=[O:44])[C:6]([CH:12]([NH:14][C:15]1[N:23]=[CH:22][N:21]=[C:20]3[C:16]=1[N:17]=[CH:18][N:19]3[CH2:24][O:25][CH2:26][CH2:27][Si:28]([CH3:29])([CH3:30])[CH3:31])[CH3:13])=[N:7]2, predict the reactants needed to synthesize it. The reactants are: [CH3:1][C:2]1[CH:11]=[CH:10][CH:9]=[C:8]2[C:3]=1[C:4](=[O:40])[N:5]([C:32]1[CH:33]=[C:34]([CH:37]=[CH:38][CH:39]=1)[C:35]#[N:36])[C:6]([CH:12]([NH:14][C:15]1[N:23]=[CH:22][N:21]=[C:20]3[C:16]=1[N:17]=[CH:18][N:19]3[CH2:24][O:25][CH2:26][CH2:27][Si:28]([CH3:31])([CH3:30])[CH3:29])[CH3:13])=[N:7]2.C(N(CC)[OH:44])C. (2) The reactants are: [OH:1][CH2:2][C@:3]1([C:32]([O:34]C)=[O:33])[CH2:7][CH2:6][CH2:5][C@H:4]1[N:8]([CH3:31])[S:9]([C:12]1[CH:17]=[CH:16][C:15]([O:18][CH2:19][C:20]2[C:29]3[C:24](=[CH:25][CH:26]=[CH:27][CH:28]=3)[N:23]=[C:22]([CH3:30])[CH:21]=2)=[CH:14][CH:13]=1)(=[O:11])=[O:10].[OH-].[Na+].Cl.[CH2:39](N(CC)CC)C. Given the product [CH3:39][C@@:4]1([N:8]([CH3:31])[S:9]([C:12]2[CH:13]=[CH:14][C:15]([O:18][CH2:19][C:20]3[C:29]4[C:24](=[CH:25][CH:26]=[CH:27][CH:28]=4)[N:23]=[C:22]([CH3:30])[CH:21]=3)=[CH:16][CH:17]=2)(=[O:11])=[O:10])[CH2:5][CH2:6][CH2:7][C@:3]1([CH2:2][OH:1])[C:32]([OH:34])=[O:33], predict the reactants needed to synthesize it.